From a dataset of Catalyst prediction with 721,799 reactions and 888 catalyst types from USPTO. Predict which catalyst facilitates the given reaction. Reactant: [C:1]12[CH:24]=[C:22]3[N:23]=[C:19]([CH:20]=[CH:21]3)[CH:18]=[C:16]3[NH:17][C:13]([CH:14]=[CH:15]3)=[CH:12][C:10]3=[N:11][C:7]([CH:8]=[CH:9]3)=[CH:6][C:4]([NH:5]1)=[CH:3][CH:2]=2.[CH:25]([Sn](CCCC)(CCCC)CCCC)=[CH2:26]. Product: [CH:25]([C:3]1[CH:2]=[C:1]2[CH:24]=[C:22]3[N:23]=[C:19]([CH:18]=[C:16]4[NH:17][C:13](=[CH:12][C:10]5[CH:9]=[CH:8][C:7](=[CH:6][C:4]=1[NH:5]2)[N:11]=5)[CH:14]=[CH:15]4)[CH:20]=[CH:21]3)=[CH2:26]. The catalyst class is: 73.